Task: Regression. Given a peptide amino acid sequence and an MHC pseudo amino acid sequence, predict their binding affinity value. This is MHC class II binding data.. Dataset: Peptide-MHC class II binding affinity with 134,281 pairs from IEDB The peptide sequence is GELQIVDKIDAAFHI. The MHC is DRB3_0202 with pseudo-sequence DRB3_0202. The binding affinity (normalized) is 0.344.